This data is from hERG potassium channel inhibition data for cardiac toxicity prediction from Karim et al.. The task is: Regression/Classification. Given a drug SMILES string, predict its toxicity properties. Task type varies by dataset: regression for continuous values (e.g., LD50, hERG inhibition percentage) or binary classification for toxic/non-toxic outcomes (e.g., AMES mutagenicity, cardiotoxicity, hepatotoxicity). Dataset: herg_karim. (1) The compound is c1ccc(CCN2CCC[C@H](c3c(-c4ccccc4)[nH]c4ccccc34)C2)cc1. The result is 1 (blocker). (2) The drug is CCc1nc2cc3c(c(C)c2o1)CCN(CCCCSc1nnc(-c2cccc4nc(C)ccc24)n1C)CC3. The result is 1 (blocker). (3) The compound is Cc1ccc(-c2c(C)c(CNC3CCCC3F)nn2-c2ncccc2Cl)cn1. The result is 0 (non-blocker). (4) The compound is CCCCOc1c(C(=O)c2c(F)cc(C)cc2F)cnc2[nH]ncc12. The result is 0 (non-blocker). (5) The molecule is N#Cc1cccc2c1ncn2-c1ccc(C(=O)NC2CC2)s1. The result is 0 (non-blocker).